Dataset: Forward reaction prediction with 1.9M reactions from USPTO patents (1976-2016). Task: Predict the product of the given reaction. (1) Given the reactants N[C:2]1C=CC(C(OC)=O)=C(Cl)C=1.[F:13][C:14]1[CH:22]=[C:21]([N+:23]([O-:25])=[O:24])[C:20]([O:26][CH3:27])=[CH:19][C:15]=1[C:16]([OH:18])=[O:17], predict the reaction product. The product is: [F:13][C:14]1[CH:22]=[C:21]([N+:23]([O-:25])=[O:24])[C:20]([O:26][CH3:27])=[CH:19][C:15]=1[C:16]([O:18][CH3:2])=[O:17]. (2) Given the reactants [C:1]([NH:4][C:5]1[C:10]2[CH:11]=[C:12]([C:14]([CH3:17])([CH3:16])[CH3:15])[O:13][C:9]=2[C:8]([C:18]([O:20][CH3:21])=[O:19])=[CH:7][C:6]=1Br)(=[O:3])[CH3:2].[C:23]1(B(O)O)[CH:28]=[CH:27][CH:26]=[CH:25][CH:24]=1.C(=O)([O-])[O-].[Cs+].[Cs+], predict the reaction product. The product is: [C:1]([NH:4][C:5]1[CH:6]=[C:12]([C:14]([CH3:16])([CH3:17])[CH3:15])[O:13][C:9]2[C:10]=1[C:11]([C:23]1[CH:28]=[CH:27][CH:26]=[CH:25][CH:24]=1)=[CH:7][C:8]=2[C:18]([O:20][CH3:21])=[O:19])(=[O:3])[CH3:2]. (3) Given the reactants [F:1][C:2]([F:27])([F:26])[C:3]([N:5]([CH2:15][C:16]1([C:22]([O:24][CH3:25])=[O:23])[CH2:21][CH2:20][NH:19][CH2:18][CH2:17]1)[C@@H:6]1[CH2:8][C@H:7]1[C:9]1[CH:14]=[CH:13][CH:12]=[CH:11][CH:10]=1)=[O:4].[CH:28](=O)[C:29]1[CH:34]=[CH:33][CH:32]=[CH:31][CH:30]=1.C(O[BH-](OC(=O)C)OC(=O)C)(=O)C.[Na+], predict the reaction product. The product is: [CH2:28]([N:19]1[CH2:20][CH2:21][C:16]([CH2:15][N:5]([C@@H:6]2[CH2:8][C@H:7]2[C:9]2[CH:14]=[CH:13][CH:12]=[CH:11][CH:10]=2)[C:3](=[O:4])[C:2]([F:1])([F:26])[F:27])([C:22]([O:24][CH3:25])=[O:23])[CH2:17][CH2:18]1)[C:29]1[CH:34]=[CH:33][CH:32]=[CH:31][CH:30]=1. (4) Given the reactants [CH:1]1[C:13]2[CH:12]([CH2:14][CH2:15][CH:16]3[C:28]4[CH:27]=[CH:26][CH:25]=[CH:24][C:23]=4[C:22]4[C:17]3=[CH:18][CH:19]=[CH:20][CH:21]=4)[C:11]3[C:6](=[CH:7][CH:8]=[CH:9][CH:10]=3)[C:5]=2[CH:4]=[CH:3][CH:2]=1.CN(C)[CH:31]=[O:32], predict the reaction product. The product is: [CH:10]1[C:11]2[CH:12]([CH2:14][CH2:15][CH:16]3[C:28]4[CH:27]=[CH:26][CH:25]=[CH:24][C:23]=4[C:22]4[C:17]3=[CH:18][CH:19]=[CH:20][CH:21]=4)[C:13]3[C:5](=[CH:4][CH:3]=[CH:2][CH:1]=3)[C:6]=2[CH:7]=[CH:8][CH:9]=1.[CH2:31]=[O:32].